Predict which catalyst facilitates the given reaction. From a dataset of Catalyst prediction with 721,799 reactions and 888 catalyst types from USPTO. (1) Reactant: Br[C:2]1[C:3]([O:37][CH3:38])=[C:4]2[C:8](=[CH:9][CH:10]=1)[N:7]([C:11]([C:24]1[CH:29]=[CH:28][CH:27]=[CH:26][CH:25]=1)([C:18]1[CH:23]=[CH:22][CH:21]=[CH:20][CH:19]=1)[C:12]1[CH:17]=[CH:16][CH:15]=[CH:14][CH:13]=1)[N:6]=[C:5]2[C:30]1[CH:35]=[CH:34][CH:33]=[C:32]([F:36])[CH:31]=1.CC(C)([O-])C.[Na+].C(=[NH:58])(C1C=CC=CC=1)C1C=CC=CC=1.C1(P(C2C=CC=CC=2)C2C=CC3C(=CC=CC=3)C=2C2C3C(=CC=CC=3)C=CC=2P(C2C=CC=CC=2)C2C=CC=CC=2)C=CC=CC=1. Product: [F:36][C:32]1[CH:31]=[C:30]([C:5]2[C:4]3[C:8](=[CH:9][CH:10]=[C:2]([NH2:58])[C:3]=3[O:37][CH3:38])[N:7]([C:11]([C:12]3[CH:17]=[CH:16][CH:15]=[CH:14][CH:13]=3)([C:24]3[CH:29]=[CH:28][CH:27]=[CH:26][CH:25]=3)[C:18]3[CH:19]=[CH:20][CH:21]=[CH:22][CH:23]=3)[N:6]=2)[CH:35]=[CH:34][CH:33]=1. The catalyst class is: 715. (2) Reactant: [NH:1]1[C:9]2[C:4](=[CH:5][CH:6]=[CH:7][CH:8]=2)[C:3]([CH2:10][CH:11]([NH2:24])[C:12]2[NH:13][CH:14]=[C:15]([C:17]3[CH:22]=[CH:21][C:20]([F:23])=[CH:19][N:18]=3)[N:16]=2)=[CH:2]1.[C:25]([O-:28])(=O)[CH3:26].[Na+].C(O[Si](OCC)(OCC)OCC)C.CC1N[N:47]=[C:46]([C:49]([C:51]2[CH:52]=[N:53][N:54]([CH3:56])[CH:55]=2)=O)[N:45]=1. Product: [F:23][C:20]1[CH:21]=[CH:22][C:17]([C:15]2[N:16]=[C:12]([CH:11]3[CH2:10][C:3]4[C:4]5[C:9](=[CH:8][CH:7]=[CH:6][CH:5]=5)[NH:1][C:2]=4[C:49]([C:46]4[N:47]=[C:25]([CH3:26])[O:28][N:45]=4)([C:51]4[CH:52]=[N:53][N:54]([CH3:56])[CH:55]=4)[NH:24]3)[NH:13][CH:14]=2)=[N:18][CH:19]=1. The catalyst class is: 374. (3) Reactant: [NH:1]1[C:5]2[CH:6]=[CH:7][CH:8]=[CH:9][C:4]=2[N:3]=[C:2]1[CH:10]1[CH2:15][CH2:14][N:13]([C:16]([C:18]2[CH:23]=[CH:22][C:21](B(O)O)=[CH:20][CH:19]=2)=[O:17])[CH2:12][CH2:11]1.Br[C:28]1[N:33]=[CH:32][CH:31]=[CH:30][N:29]=1.CC(C)([O-])C.[Na+]. Product: [NH:1]1[C:5]2[CH:6]=[CH:7][CH:8]=[CH:9][C:4]=2[N:3]=[C:2]1[CH:10]1[CH2:15][CH2:14][N:13]([C:16]([C:18]2[CH:23]=[CH:22][C:21]([C:28]3[N:33]=[CH:32][CH:31]=[CH:30][N:29]=3)=[CH:20][CH:19]=2)=[O:17])[CH2:12][CH2:11]1. The catalyst class is: 71. (4) Reactant: C([O:3][C:4]([C:6]1[C:11]([O:12][CH3:13])=[CH:10][C:9]([O:14][CH3:15])=[C:8]([CH2:16][CH3:17])[N:7]=1)=O)C.[NH2:18][NH2:19]. Product: [CH2:16]([C:8]1[N:7]=[C:6]([C:4]([NH:18][NH2:19])=[O:3])[C:11]([O:12][CH3:13])=[CH:10][C:9]=1[O:14][CH3:15])[CH3:17]. The catalyst class is: 12. (5) Reactant: [O:1]1[C:6]2[CH:7]=[CH:8][CH:9]=[CH:10][C:5]=2[O:4][CH2:3][C@@H:2]1[C:11]([N:13]1[CH2:18][CH2:17][CH2:16][C@@H:15]([C:19]2[CH:24]=[CH:23][C:22]([F:25])=[CH:21][CH:20]=2)[CH2:14]1)=O. Product: [O:1]1[C:6]2[CH:7]=[CH:8][CH:9]=[CH:10][C:5]=2[O:4][CH2:3][C@@H:2]1[CH2:11][N:13]1[CH2:18][CH2:17][CH2:16][C@@H:15]([C:19]2[CH:24]=[CH:23][C:22]([F:25])=[CH:21][CH:20]=2)[CH2:14]1. The catalyst class is: 1. (6) Reactant: [CH3:1][O:2][C:3]([C:5]1[N:6]([C:24]2[CH:29]=[CH:28][CH:27]=[C:26]([N+:30]([O-])=O)[CH:25]=2)[C:7]2[C:12]([C:13](=[O:22])[C:14]=1[CH2:15][C:16]1[CH:21]=[CH:20][CH:19]=[CH:18][CH:17]=1)=[CH:11][CH:10]=[C:9]([CH3:23])[N:8]=2)=[O:4]. Product: [CH3:1][O:2][C:3]([C:5]1[N:6]([C:24]2[CH:29]=[CH:28][CH:27]=[C:26]([NH2:30])[CH:25]=2)[C:7]2[C:12]([C:13](=[O:22])[C:14]=1[CH2:15][C:16]1[CH:21]=[CH:20][CH:19]=[CH:18][CH:17]=1)=[CH:11][CH:10]=[C:9]([CH3:23])[N:8]=2)=[O:4]. The catalyst class is: 25. (7) Reactant: P(C(C)(C)C)(C(C)(C)C)C(C)(C)C.Br[C:15]1[CH:38]=[CH:37][C:18]2[N:19]([CH:24]3[CH2:29][CH2:28][N:27]([C:30]([O:32][C:33]([CH3:36])([CH3:35])[CH3:34])=[O:31])[CH2:26][CH2:25]3)[CH2:20][CH2:21][CH2:22][CH2:23][C:17]=2[CH:16]=1.[Li+].C[Si]([N-:44][Si](C)(C)C)(C)C. Product: [C:33]([O:32][C:30]([N:27]1[CH2:26][CH2:25][CH:24]([N:19]2[CH2:20][CH2:21][CH2:22][CH2:23][C:17]3[CH:16]=[C:15]([NH2:44])[CH:38]=[CH:37][C:18]2=3)[CH2:29][CH2:28]1)=[O:31])([CH3:34])([CH3:35])[CH3:36]. The catalyst class is: 443.